Dataset: Reaction yield outcomes from USPTO patents with 853,638 reactions. Task: Predict the reaction yield, written as a fraction of the theoretical maximum amount of product (1.0 means a 100% yield; for example, 0.34 means a 34% yield). (1) The reactants are [CH3:1][C:2]([CH3:46])([CH2:10][C:11]([O:13][C@H:14]1[CH2:31][CH2:30][C@@:29]2([CH3:32])[C@@H:16]([CH2:17][CH2:18][C@:19]3([CH3:43])[C@@H:28]2[CH2:27][CH2:26][C@H:25]2[C@@:20]3([CH3:42])[CH2:21][CH2:22][C@@:23]3([CH:40]=[O:41])[CH2:35][C:34](=[O:36])[C:33]([CH:37]([CH3:39])[CH3:38])=[C:24]32)[C:15]1([CH3:45])[CH3:44])=[O:12])[C:3]([O:5][C:6]([CH3:9])([CH3:8])[CH3:7])=[O:4].CC12C(C)(C)C(CC1)CC2NCCNC1CC2C(C)(C)C1(C)CC2.[C@@]12(C)C(C)(C)C(CC1)CC2=O.[N+:82]([CH3:85])([O-:84])=[O:83].CCN(C(C)C)C(C)C. The catalyst is O.C([O-])(=O)C.[Cu+2].C([O-])(=O)C.CCCCCCC.C1(C)C=CC=CC=1.C(O)(C)(C)C. The product is [CH3:46][C:2]([CH3:1])([CH2:10][C:11]([O:13][C@H:14]1[CH2:31][CH2:30][C@@:29]2([CH3:32])[C@@H:16]([CH2:17][CH2:18][C@:19]3([CH3:43])[C@@H:28]2[CH2:27][CH2:26][C@H:25]2[C@@:20]3([CH3:42])[CH2:21][CH2:22][C@@:23]3([C@@H:40]([OH:41])[CH2:85][N+:82]([O-:84])=[O:83])[CH2:35][C:34](=[O:36])[C:33]([CH:37]([CH3:38])[CH3:39])=[C:24]32)[C:15]1([CH3:44])[CH3:45])=[O:12])[C:3]([O:5][C:6]([CH3:7])([CH3:8])[CH3:9])=[O:4]. The yield is 0.830. (2) The reactants are [NH:1]1[CH2:5][CH2:4][C@@H:3]([OH:6])[CH2:2]1.[C:7]([O:11][C:12]([N:14]1[CH2:17][CH:16]([C:18](O)=[O:19])[CH2:15]1)=[O:13])([CH3:10])([CH3:9])[CH3:8].Cl.CN(C)CCCN=C=NCC. The catalyst is ClCCl. The product is [C:7]([O:11][C:12]([N:14]1[CH2:17][CH:16]([C:18]([N:1]2[CH2:5][CH2:4][C@@H:3]([OH:6])[CH2:2]2)=[O:19])[CH2:15]1)=[O:13])([CH3:10])([CH3:9])[CH3:8]. The yield is 0.740.